This data is from Full USPTO retrosynthesis dataset with 1.9M reactions from patents (1976-2016). The task is: Predict the reactants needed to synthesize the given product. (1) Given the product [CH:8]1([NH:12][S:22]([C:19]2[CH:18]=[CH:17][C:16]([N+:13]([O-:15])=[O:14])=[CH:21][CH:20]=2)(=[O:23])=[O:24])[CH2:11][CH2:10][CH2:9]1, predict the reactants needed to synthesize it. The reactants are: C(N(CC)CC)C.[CH:8]1([NH2:12])[CH2:11][CH2:10][CH2:9]1.[N+:13]([C:16]1[CH:21]=[CH:20][C:19]([S:22](Cl)(=[O:24])=[O:23])=[CH:18][CH:17]=1)([O-:15])=[O:14]. (2) Given the product [CH3:28][O:29][C:30]([N:7]1[C@H:8]2[C@H:4]([C@:3]([OH:2])([C:12]#[C:13][C:14]3[CH:15]=[C:16]([CH3:20])[CH:17]=[CH:18][CH:19]=3)[CH2:11][CH2:10][CH2:9]2)[CH2:5][CH2:6]1)=[O:31], predict the reactants needed to synthesize it. The reactants are: Cl.[OH:2][C@@:3]1([C:12]#[C:13][C:14]2[CH:15]=[C:16]([CH3:20])[CH:17]=[CH:18][CH:19]=2)[CH2:11][CH2:10][CH2:9][C@@H:8]2[C@H:4]1[CH2:5][CH2:6][NH:7]2.C(N(CC)CC)C.[CH3:28][O:29][C:30](Cl)=[O:31].